Task: Predict which catalyst facilitates the given reaction.. Dataset: Catalyst prediction with 721,799 reactions and 888 catalyst types from USPTO (1) Reactant: [C:1]([C:3]1[CH:4]=[C:5]([CH2:9][CH2:10][C:11]([O:13][C:14]([CH3:17])([CH3:16])[CH3:15])=[O:12])[CH:6]=[CH:7][CH:8]=1)#[N:2].[C:18](OC)(=[O:26])[C:19]1[C:20](=[CH:22][CH:23]=[CH:24][CH:25]=1)[SH:21].C(N(CC)CC)C. Product: [O:26]=[C:18]1[C:19]2[CH:25]=[CH:24][CH:23]=[CH:22][C:20]=2[S:21][C:1]([C:3]2[CH:4]=[C:5]([CH2:9][CH2:10][C:11]([O:13][C:14]([CH3:17])([CH3:16])[CH3:15])=[O:12])[CH:6]=[CH:7][CH:8]=2)=[N:2]1. The catalyst class is: 11. (2) Reactant: [Cl:1][C:2]1[CH:21]=[CH:20][C:5]([C:6]([N:8]2[CH2:14][C:13]3[CH:15]=[CH:16][CH:17]=[CH:18][C:12]=3[NH:11][C:10](=[O:19])[CH2:9]2)=[O:7])=[CH:4][CH:3]=1.[H-].[Na+].[Br:24][C:25]1[CH:32]=[CH:31][C:28]([CH2:29]Br)=[CH:27][CH:26]=1.C(OCC)(=O)C. Product: [Br:24][C:25]1[CH:32]=[CH:31][C:28]([CH2:29][N:11]2[C:12]3[CH:18]=[CH:17][CH:16]=[CH:15][C:13]=3[CH2:14][N:8]([C:6](=[O:7])[C:5]3[CH:20]=[CH:21][C:2]([Cl:1])=[CH:3][CH:4]=3)[CH2:9][C:10]2=[O:19])=[CH:27][CH:26]=1. The catalyst class is: 3. (3) Reactant: [CH2:1]([C:3]1([N:9]2[CH2:18][C:17]3=[CH:19][NH:20][C:15]4[C:16]3=[C:11]([CH:12]=[CH:13][N:14]=4)[C:10]2=[O:21])[CH2:8][CH2:7][NH:6][CH2:5][CH2:4]1)[CH3:2].C(N(CC)CC)C.Cl[C:30]1[CH:35]=[CH:34][N:33]=[CH:32][N:31]=1. Product: [CH2:1]([C:3]1([N:9]2[CH2:18][C:17]3=[CH:19][NH:20][C:15]4[C:16]3=[C:11]([CH:12]=[CH:13][N:14]=4)[C:10]2=[O:21])[CH2:8][CH2:7][N:6]([C:30]2[CH:35]=[CH:34][N:33]=[CH:32][N:31]=2)[CH2:5][CH2:4]1)[CH3:2]. The catalyst class is: 3. (4) Reactant: [CH2:1]([N:3]1[CH2:7][CH2:6][CH2:5][CH:4]1[CH2:8][O:9][C:10]1[CH:11]=[C:12]2[C:17](=[CH:18][CH:19]=1)[CH:16]=[C:15]([C:20]1[C:28]3[C:23](=[CH:24][CH:25]=[C:26]([C:29]#[N:30])[CH:27]=3)[N:22](C3CCCCO3)[N:21]=1)[CH:14]=[CH:13]2)[CH3:2].[OH-].[K+].F[P-](F)(F)(F)(F)F.N1([O:55]C(N(C)C)=[N+](C)C)C2C=CC=CC=2N=N1.O.ON1C2C=CC=CC=2N=N1.C(N(CC)CC)C.[C:81](N)([CH3:84])([CH3:83])[CH3:82]. Product: [C:81]([NH:30][C:29]([C:26]1[CH:27]=[C:28]2[C:23](=[CH:24][CH:25]=1)[NH:22][N:21]=[C:20]2[C:15]1[CH:14]=[CH:13][C:12]2[C:17](=[CH:18][CH:19]=[C:10]([O:9][CH2:8][CH:4]3[CH2:5][CH2:6][CH2:7][N:3]3[CH2:1][CH3:2])[CH:11]=2)[CH:16]=1)=[O:55])([CH3:84])([CH3:83])[CH3:82]. The catalyst class is: 40. (5) Reactant: [CH2:1]1[O:3][C@@H:2]1[CH2:4][OH:5].C1(P(C2C=CC=CC=2)C2C=CC=CC=2)C=CC=CC=1.[F:25][C:26]1[CH:27]=[CH:28][C:29]([N+:33]([O-:35])=[O:34])=[C:30](O)[CH:31]=1.CCOC(/N=N/C(OCC)=O)=O. Product: [F:25][C:26]1[CH:31]=[CH:30][C:29]([N+:33]([O-:35])=[O:34])=[C:28]([CH:27]=1)[O:5][CH2:4][C@@H:2]1[CH2:1][O:3]1. The catalyst class is: 1. (6) Reactant: [BH4-].[BH4-].[BH4-].[BH4-].[Na+].[Na+].[Na+].[Na+].[C:9]([O:13][CH:14]([C:20]1[C:24]([C:25]2[CH:26]=[CH:27][C:28]3[O:33][CH2:32][CH2:31][CH2:30][C:29]=3[CH:34]=2)=[C:23]([C:35]2[CH:40]=[CH:39][N:38]=[CH:37][CH:36]=2)[S:22][C:21]=1[CH:41]=[O:42])[C:15]([O:17][CH2:18][CH3:19])=[O:16])([CH3:12])([CH3:11])[CH3:10]. Product: [C:9]([O:13][CH:14]([C:20]1[C:24]([C:25]2[CH:26]=[CH:27][C:28]3[O:33][CH2:32][CH2:31][CH2:30][C:29]=3[CH:34]=2)=[C:23]([C:35]2[CH:40]=[CH:39][N:38]=[CH:37][CH:36]=2)[S:22][C:21]=1[CH2:41][OH:42])[C:15]([O:17][CH2:18][CH3:19])=[O:16])([CH3:10])([CH3:11])[CH3:12]. The catalyst class is: 429. (7) Reactant: Cl.[CH3:2][O:3][C:4]1[CH:5]=[C:6](N)[CH:7]=[C:8]([C:10]([F:13])([F:12])[F:11])[CH:9]=1.N([O-])=O.[Na+].[I-:19].[K+].C([O-])([O-])=O.[Na+].[Na+]. Product: [I:19][C:6]1[CH:7]=[C:8]([C:10]([F:13])([F:12])[F:11])[CH:9]=[C:4]([O:3][CH3:2])[CH:5]=1. The catalyst class is: 1.